Dataset: Peptide-MHC class I binding affinity with 185,985 pairs from IEDB/IMGT. Task: Regression. Given a peptide amino acid sequence and an MHC pseudo amino acid sequence, predict their binding affinity value. This is MHC class I binding data. The peptide sequence is NIYRRWIQL. The MHC is Mamu-A07 with pseudo-sequence Mamu-A07. The binding affinity (normalized) is 0.219.